This data is from Reaction yield outcomes from USPTO patents with 853,638 reactions. The task is: Predict the reaction yield, written as a fraction of the theoretical maximum amount of product (1.0 means a 100% yield; for example, 0.34 means a 34% yield). (1) The reactants are [CH3:1][N:2]([CH2:10][C:11]1[CH:16]=[CH:15][C:14]([NH:17][S:18]([CH3:21])(=[O:20])=[O:19])=[CH:13][CH:12]=1)[CH2:3][C:4]([O:6][CH2:7][CH:8]=[CH2:9])=[O:5].[C:22](O[C:22]([O:24][C:25]([CH3:28])([CH3:27])[CH3:26])=[O:23])([O:24][C:25]([CH3:28])([CH3:27])[CH3:26])=[O:23]. The catalyst is CN(C1C=CN=CC=1)C.C(Cl)Cl. The product is [C:25]([O:24][C:22]([N:17]([C:14]1[CH:13]=[CH:12][C:11]([CH2:10][N:2]([CH3:1])[CH2:3][C:4]([O:6][CH2:7][CH:8]=[CH2:9])=[O:5])=[CH:16][CH:15]=1)[S:18]([CH3:21])(=[O:19])=[O:20])=[O:23])([CH3:28])([CH3:27])[CH3:26]. The yield is 0.810. (2) The reactants are [O:1]=[C:2]1[NH:7][C:6]2[CH:8]=[C:9]([CH2:12][N:13]3[CH2:18][CH2:17][N:16]([C:19]4[CH:27]=[CH:26][C:22]([C:23](O)=[O:24])=[CH:21][N:20]=4)[CH2:15][CH2:14]3)[CH:10]=[N:11][C:5]=2[N:4]2[CH2:28][CH2:29][CH2:30][C@@H:3]12.[CH:31]1([NH2:34])[CH2:33][CH2:32]1.CCN(C(C)C)C(C)C.CN(C(ON1N=NC2C=CC=NC1=2)=[N+](C)C)C.F[P-](F)(F)(F)(F)F. The catalyst is CN(C=O)C. The product is [CH:31]1([NH:34][C:23](=[O:24])[C:22]2[CH:26]=[CH:27][C:19]([N:16]3[CH2:17][CH2:18][N:13]([CH2:12][C:9]4[CH:10]=[N:11][C:5]5[N:4]6[CH2:28][CH2:29][CH2:30][C@H:3]6[C:2](=[O:1])[NH:7][C:6]=5[CH:8]=4)[CH2:14][CH2:15]3)=[N:20][CH:21]=2)[CH2:33][CH2:32]1. The yield is 0.737. (3) The reactants are [C:1]([O:5][P:6]([CH2:13][C:14]1[CH:19]=[CH:18][C:17]([CH:20]=[CH:21][C:22]([N:24]2[C@@H:28]([CH2:29][C:30]3[CH:35]=[CH:34][CH:33]=[CH:32][CH:31]=3)[CH2:27][O:26][C:25]2=[O:36])=[O:23])=[CH:16][CH:15]=1)([O:8][C:9]([CH3:12])([CH3:11])[CH3:10])=[O:7])([CH3:4])([CH3:3])[CH3:2]. The catalyst is CCO.[Pd]. The product is [C:9]([O:8][P:6]([CH2:13][C:14]1[CH:19]=[CH:18][C:17]([CH2:20][CH2:21][C:22]([N:24]2[C@@H:28]([CH2:29][C:30]3[CH:31]=[CH:32][CH:33]=[CH:34][CH:35]=3)[CH2:27][O:26][C:25]2=[O:36])=[O:23])=[CH:16][CH:15]=1)([O:5][C:1]([CH3:3])([CH3:4])[CH3:2])=[O:7])([CH3:10])([CH3:11])[CH3:12]. The yield is 0.820. (4) The reactants are [CH2:1]([O:3][C:4]([CH:6]1[C:13]([C:14]2[CH:19]=[CH:18][C:17]([O:20][Si:21]([C:24]([CH3:27])([CH3:26])[CH3:25])([CH3:23])[CH3:22])=[CH:16][CH:15]=2)=[CH:12][C@H:11]2[N:28](C)[C@@H:7]1[CH2:8][N:9]([C:30]([O:32][C:33]([CH3:36])([CH3:35])[CH3:34])=[O:31])[CH2:10]2)=[O:5])[CH3:2].Cl[C:38]([O:40][C:41]([CH3:47])([CH3:46])[C:42]([Cl:45])([Cl:44])[Cl:43])=[O:39]. The catalyst is ClCCCl. The product is [Cl:43][C:42]([Cl:45])([Cl:44])[C:41]([O:40][C:38]([N:28]1[C@H:7]2[C:6]([C:4]([O:3][CH2:1][CH3:2])=[O:5])=[C:13]([C:14]3[CH:15]=[CH:16][C:17]([O:20][Si:21]([C:24]([CH3:25])([CH3:26])[CH3:27])([CH3:22])[CH3:23])=[CH:18][CH:19]=3)[CH2:12][C@@H:11]1[CH2:10][N:9]([C:30]([O:32][C:33]([CH3:34])([CH3:36])[CH3:35])=[O:31])[CH2:8]2)=[O:39])([CH3:47])[CH3:46]. The yield is 0.900. (5) The reactants are O1CCOCC1.[OH-].[Na+].C[O:10][C:11](=[O:54])[C:12]1[CH:17]=[C:16]([O:18][CH2:19][CH2:20][CH2:21][NH:22][C:23]([O:25][C:26]([CH3:29])([CH3:28])[CH3:27])=[O:24])[C:15]([O:30][CH2:31][CH2:32][CH2:33][NH:34][C:35]([O:37][C:38]([CH3:41])([CH3:40])[CH3:39])=[O:36])=[C:14]([O:42][CH2:43][CH2:44][CH2:45][NH:46][C:47]([O:49][C:50]([CH3:53])([CH3:52])[CH3:51])=[O:48])[CH:13]=1.C(O)(=O)CC(CC(O)=O)(C(O)=O)O. The catalyst is O1CCOCC1.CO.CO. The product is [C:26]([O:25][C:23]([NH:22][CH2:21][CH2:20][CH2:19][O:18][C:16]1[CH:17]=[C:12]([CH:13]=[C:14]([O:42][CH2:43][CH2:44][CH2:45][NH:46][C:47]([O:49][C:50]([CH3:53])([CH3:52])[CH3:51])=[O:48])[C:15]=1[O:30][CH2:31][CH2:32][CH2:33][NH:34][C:35]([O:37][C:38]([CH3:41])([CH3:40])[CH3:39])=[O:36])[C:11]([OH:54])=[O:10])=[O:24])([CH3:27])([CH3:28])[CH3:29]. The yield is 0.970. (6) The reactants are [Cl:1][C:2]1[CH:7]=[CH:6][CH:5]=[CH:4][C:3]=1[NH:8][C:9](=[O:27])[CH2:10][CH2:11][C:12]1[C:13]([C:20]2[CH:25]=[CH:24][CH:23]=[CH:22][C:21]=2[Cl:26])=[N:14][C:15]([Br:19])=[CH:16][C:17]=1Br.C(=O)([O-])[O-].[K+].[K+]. The catalyst is CN(C=O)C.[Cu]I. The product is [Br:19][C:15]1[CH:16]=[C:17]2[C:12]([CH2:11][CH2:10][C:9](=[O:27])[N:8]2[C:3]2[CH:4]=[CH:5][CH:6]=[CH:7][C:2]=2[Cl:1])=[C:13]([C:20]2[CH:25]=[CH:24][CH:23]=[CH:22][C:21]=2[Cl:26])[N:14]=1. The yield is 0.510. (7) The reactants are [C:1]([O:5][C:6]([N:8]1[CH2:13][CH2:12][C:11]2[N:14]([CH3:34])[C:15]([C:17]3[CH:22]=[CH:21][N:20]=[C:19]([NH:23][C:24]([O:26][CH2:27][C:28]4[CH:33]=[CH:32][CH:31]=[CH:30][CH:29]=4)=[O:25])[CH:18]=3)=[CH:16][C:10]=2[C:9]1=[O:35])=[O:7])([CH3:4])([CH3:3])[CH3:2].[C:36]([O-])([O-])=O.[Cs+].[Cs+].CI. The catalyst is CN(C=O)C.CCOC(C)=O. The product is [C:1]([O:5][C:6]([N:8]1[CH2:13][CH2:12][C:11]2[N:14]([CH3:34])[C:15]([C:17]3[CH:22]=[CH:21][N:20]=[C:19]([N:23]([C:24]([O:26][CH2:27][C:28]4[CH:33]=[CH:32][CH:31]=[CH:30][CH:29]=4)=[O:25])[CH3:36])[CH:18]=3)=[CH:16][C:10]=2[C:9]1=[O:35])=[O:7])([CH3:4])([CH3:3])[CH3:2]. The yield is 0.930.